This data is from Peptide-MHC class I binding affinity with 185,985 pairs from IEDB/IMGT. The task is: Regression. Given a peptide amino acid sequence and an MHC pseudo amino acid sequence, predict their binding affinity value. This is MHC class I binding data. (1) The peptide sequence is VSMMSMYGK. The MHC is HLA-A68:01 with pseudo-sequence HLA-A68:01. The binding affinity (normalized) is 0.851. (2) The peptide sequence is KMEDSVGCL. The MHC is HLA-A02:03 with pseudo-sequence HLA-A02:03. The binding affinity (normalized) is 0.522. (3) The peptide sequence is KAIITPIVF. The MHC is HLA-A24:02 with pseudo-sequence HLA-A24:02. The binding affinity (normalized) is 0.139.